Task: Predict the reactants needed to synthesize the given product.. Dataset: Full USPTO retrosynthesis dataset with 1.9M reactions from patents (1976-2016) Given the product [ClH:23].[F:22][C:2]([F:1])([F:21])[C:3]1[CH:8]=[CH:7][N:6]=[C:5]([C:9]2([CH2:12][NH2:13])[CH2:11][CH2:10]2)[N:4]=1, predict the reactants needed to synthesize it. The reactants are: [F:1][C:2]([F:22])([F:21])[C:3]1[CH:8]=[CH:7][N:6]=[C:5]([C:9]2([CH2:12][NH:13]C(=O)OC(C)(C)C)[CH2:11][CH2:10]2)[N:4]=1.[ClH:23].